From a dataset of Caco-2 cell permeability data measuring drug intestinal absorption for ~900 compounds. Regression/Classification. Given a drug SMILES string, predict its absorption, distribution, metabolism, or excretion properties. Task type varies by dataset: regression for continuous measurements (e.g., permeability, clearance, half-life) or binary classification for categorical outcomes (e.g., BBB penetration, CYP inhibition). For this dataset (caco2_wang), we predict Y. The compound is O=C(O)Cc1ccccc1Nc1c(Cl)cccc1Cl. The Y is -4.46 log Papp (cm/s).